Dataset: Peptide-MHC class I binding affinity with 185,985 pairs from IEDB/IMGT. Task: Regression. Given a peptide amino acid sequence and an MHC pseudo amino acid sequence, predict their binding affinity value. This is MHC class I binding data. (1) The peptide sequence is LSPETLVGV. The MHC is Mamu-B03 with pseudo-sequence Mamu-B03. The binding affinity (normalized) is 0.0903. (2) The peptide sequence is RLHRLLLMR. The MHC is HLA-A24:03 with pseudo-sequence HLA-A24:03. The binding affinity (normalized) is 0.213.